From a dataset of Buchwald-Hartwig C-N cross coupling reaction yields with 55,370 reactions. Predict the reaction yield, written as a fraction of the theoretical maximum amount of product (1.0 means a 100% yield; for example, 0.34 means a 34% yield). (1) The reactants are COc1ccc(Br)cc1.Cc1ccc(N)cc1.O=S(=O)(O[Pd]1c2ccccc2-c2ccccc2N~1)C(F)(F)F.COc1ccc(OC)c(P(C(C)(C)C)C(C)(C)C)c1-c1c(C(C)C)cc(C(C)C)cc1C(C)C.CN(C)C(=NC(C)(C)C)N(C)C.CCOC(=O)c1cnoc1. No catalyst specified. The product is COc1ccc(Nc2ccc(C)cc2)cc1. The yield is 0.00647. (2) The reactants are FC(F)(F)c1ccc(I)cc1.Cc1ccc(N)cc1.O=S(=O)(O[Pd]1c2ccccc2-c2ccccc2N~1)C(F)(F)F.CC(C)c1cc(C(C)C)c(-c2ccccc2P(C(C)(C)C)C(C)(C)C)c(C(C)C)c1.CN1CCCN2CCCN=C12.CCOC(=O)c1cc(C)no1. No catalyst specified. The product is Cc1ccc(Nc2ccc(C(F)(F)F)cc2)cc1. The yield is 0.518. (3) The reactants are Clc1ccccn1.Cc1ccc(N)cc1.O=S(=O)(O[Pd]1c2ccccc2-c2ccccc2N~1)C(F)(F)F.CC(C)c1cc(C(C)C)c(-c2ccccc2P(C2CCCCC2)C2CCCCC2)c(C(C)C)c1.CN(C)C(=NC(C)(C)C)N(C)C.Fc1cccc(F)c1-c1ccno1. No catalyst specified. The product is Cc1ccc(Nc2ccccn2)cc1. The yield is 0.151. (4) The reactants are CCc1ccc(Cl)cc1.Cc1ccc(N)cc1.O=S(=O)(O[Pd]1c2ccccc2-c2ccccc2N~1)C(F)(F)F.CC(C)c1cc(C(C)C)c(-c2ccccc2P(C(C)(C)C)C(C)(C)C)c(C(C)C)c1.CN(C)C(=NC(C)(C)C)N(C)C.Cc1cc(-n2cccc2)no1. No catalyst specified. The product is CCc1ccc(Nc2ccc(C)cc2)cc1. The yield is 0.0331. (5) The reactants are Brc1ccccn1.Cc1ccc(N)cc1.O=S(=O)(O[Pd]1c2ccccc2-c2ccccc2N~1)C(F)(F)F.COc1ccc(OC)c(P(C(C)(C)C)C(C)(C)C)c1-c1c(C(C)C)cc(C(C)C)cc1C(C)C.CN(C)C(=NC(C)(C)C)N(C)C.c1ccc(CN(Cc2ccccc2)c2ccno2)cc1. No catalyst specified. The product is Cc1ccc(Nc2ccccn2)cc1. The yield is 0.381. (6) The reactants are COc1ccc(Br)cc1.Cc1ccc(N)cc1.O=S(=O)(O[Pd]1c2ccccc2-c2ccccc2N~1)C(F)(F)F.CC(C)c1cc(C(C)C)c(-c2ccccc2P(C2CCCCC2)C2CCCCC2)c(C(C)C)c1.CCN=P(N=P(N(C)C)(N(C)C)N(C)C)(N(C)C)N(C)C.CCOC(=O)c1cnoc1C. No catalyst specified. The product is COc1ccc(Nc2ccc(C)cc2)cc1. The yield is 0.0907. (7) The reactants are Brc1cccnc1.Cc1ccc(N)cc1.O=S(=O)(O[Pd]1c2ccccc2-c2ccccc2N~1)C(F)(F)F.COc1ccc(OC)c(P([C@]23C[C@H]4C[C@H](C[C@H](C4)C2)C3)[C@]23C[C@H]4C[C@H](C[C@H](C4)C2)C3)c1-c1c(C(C)C)cc(C(C)C)cc1C(C)C.CCN=P(N=P(N(C)C)(N(C)C)N(C)C)(N(C)C)N(C)C.Cc1cc(-c2ccccc2)on1. No catalyst specified. The product is Cc1ccc(Nc2cccnc2)cc1. The yield is 0.226.